This data is from CYP1A2 inhibition data for predicting drug metabolism from PubChem BioAssay. The task is: Regression/Classification. Given a drug SMILES string, predict its absorption, distribution, metabolism, or excretion properties. Task type varies by dataset: regression for continuous measurements (e.g., permeability, clearance, half-life) or binary classification for categorical outcomes (e.g., BBB penetration, CYP inhibition). Dataset: cyp1a2_veith. (1) The compound is Oc1ccccc1-c1nnc(-c2ccc(C(F)(F)F)cc2)o1. The result is 1 (inhibitor). (2) The drug is COc1ccccc1CNC(=O)Cn1nnc(-c2ccncc2)n1. The result is 1 (inhibitor). (3) The compound is Cn1cccc1C(=O)N1CCC2(CC1)CN(C(=O)Nc1cccc(C#N)c1)C2. The result is 0 (non-inhibitor). (4) The result is 0 (non-inhibitor). The molecule is O=C(Cn1ccnc1[N+](=O)[O-])NCCO. (5) The drug is Cc1ccc(C(C(=O)NCc2ccco2)N(C(=O)CNC(=O)c2cccs2)c2ccc(C)cc2C)cc1. The result is 0 (non-inhibitor). (6) The result is 0 (non-inhibitor). The molecule is COc1ccc(CNC(=O)CN(CC2CCCO2)C(=O)CNS(=O)(=O)c2ccccc2)cc1. (7) The compound is FC(F)(F)c1ccccc1-c1ccc2ncnc(N3CCOCC3)c2c1. The result is 1 (inhibitor).